Dataset: Full USPTO retrosynthesis dataset with 1.9M reactions from patents (1976-2016). Task: Predict the reactants needed to synthesize the given product. Given the product [CH3:3][C:4]1[CH:9]=[C:8]([C:10]2[CH:11]=[CH:12][N:13]=[CH:14][CH:15]=2)[CH:7]=[C:6]([CH3:16])[C:5]=1[O:17][C:19]1[N:24]=[C:23]([Cl:25])[N:22]=[C:21]2[NH:26][N:27]=[CH:28][C:20]=12, predict the reactants needed to synthesize it. The reactants are: [H-].[Na+].[CH3:3][C:4]1[CH:9]=[C:8]([C:10]2[CH:15]=[CH:14][N:13]=[CH:12][CH:11]=2)[CH:7]=[C:6]([CH3:16])[C:5]=1[OH:17].Cl[C:19]1[N:24]=[C:23]([Cl:25])[N:22]=[C:21]2[NH:26][N:27]=[CH:28][C:20]=12.